The task is: Predict which catalyst facilitates the given reaction.. This data is from Catalyst prediction with 721,799 reactions and 888 catalyst types from USPTO. (1) The catalyst class is: 6. Product: [ClH:51].[ClH:51].[CH3:11][C:12]1[CH:21]=[CH:20][C:19]2[C:14](=[CH:15][CH:16]=[CH:17][C:18]=2[CH:22]2[CH2:27][CH2:26][N:25]([CH2:28][CH2:29][C:30]3[C:39]4[O:38][CH2:37][C:36]5=[C:40]([C:43]([N:5]6[CH2:10][CH2:9][O:8][CH2:7][CH2:6]6)=[O:44])[N:41]=[CH:42][N:35]5[C:34]=4[CH:33]=[CH:32][CH:31]=3)[CH2:24][CH2:23]2)[N:13]=1. Reactant: C[Al](C)C.[NH:5]1[CH2:10][CH2:9][O:8][CH2:7][CH2:6]1.[CH3:11][C:12]1[CH:21]=[CH:20][C:19]2[C:14](=[CH:15][CH:16]=[CH:17][C:18]=2[CH:22]2[CH2:27][CH2:26][N:25]([CH2:28][CH2:29][C:30]3[C:39]4[O:38][CH2:37][C:36]5=[C:40]([C:43](OCC)=[O:44])[N:41]=[CH:42][N:35]5[C:34]=4[CH:33]=[CH:32][CH:31]=3)[CH2:24][CH2:23]2)[N:13]=1.[OH-].[Na+].C(Cl)[Cl:51]. (2) Reactant: C(OC([N:8]1[CH2:13][CH2:12][CH:11]([CH2:14][N:15]2[CH2:25][C:24]3[N:26]4[C:17](=[CH:18][N:19]=[C:20]4[CH:21]=[CH:22][CH:23]=3)[C:16]2=[O:27])[CH2:10][CH2:9]1)=O)(C)(C)C.[ClH:28]. Product: [ClH:28].[ClH:28].[NH:8]1[CH2:13][CH2:12][CH:11]([CH2:14][N:15]2[CH2:25][C:24]3[N:26]4[C:17](=[CH:18][N:19]=[C:20]4[CH:21]=[CH:22][CH:23]=3)[C:16]2=[O:27])[CH2:10][CH2:9]1. The catalyst class is: 8. (3) Reactant: [F:1][C:2]([F:17])([F:16])[C:3]1[CH:4]=[C:5]([CH:9]=[C:10]([C:12]([F:15])([F:14])[F:13])[CH:11]=1)[C:6]([OH:8])=O.C(Cl)(=O)C(Cl)=O.O1CCCC1.[NH2:29][C:30]1[CH:31]=[C:32]([CH:49]=[CH:50][CH:51]=1)[O:33][C:34]1[CH:35]=[CH:36][C:37]2[N:38]([CH:40]=[C:41]([NH:43][C:44]([CH:46]3[CH2:48][CH2:47]3)=[O:45])[N:42]=2)[N:39]=1. Product: [CH:46]1([C:44]([NH:43][C:41]2[N:42]=[C:37]3[CH:36]=[CH:35][C:34]([O:33][C:32]4[CH:31]=[C:30]([NH:29][C:6](=[O:8])[C:5]5[CH:9]=[C:10]([C:12]([F:15])([F:14])[F:13])[CH:11]=[C:3]([C:2]([F:1])([F:17])[F:16])[CH:4]=5)[CH:51]=[CH:50][CH:49]=4)=[N:39][N:38]3[CH:40]=2)=[O:45])[CH2:47][CH2:48]1. The catalyst class is: 637. (4) Reactant: [CH3:1][O:2][C:3]1[CH:4]=[C:5]([N+:14]([O-])=O)[C:6]([CH3:13])=[C:7]([CH:12]=1)[C:8]([O:10][CH3:11])=[O:9].[Cl-].[NH4+]. Product: [NH2:14][C:5]1[C:6]([CH3:13])=[C:7]([CH:12]=[C:3]([O:2][CH3:1])[CH:4]=1)[C:8]([O:10][CH3:11])=[O:9]. The catalyst class is: 190. (5) Reactant: Br[C:2]1[N:3]([CH3:13])[C:4](=[O:12])[C:5]([CH3:11])=[C:6]([Cl:10])[C:7]=1[C:8]#[N:9].C([Sn](CCCC)(CCCC)[C:19]([O:21][CH2:22][CH3:23])=[CH2:20])CCC. Product: [Cl:10][C:6]1[C:7]([C:8]#[N:9])=[C:2]([C:19]([O:21][CH2:22][CH3:23])=[CH2:20])[N:3]([CH3:13])[C:4](=[O:12])[C:5]=1[CH3:11]. The catalyst class is: 516. (6) The catalyst class is: 58. Reactant: Cl[C:2]1[C:3]([N+:8]([O-:10])=[O:9])=[N:4][CH:5]=[CH:6][CH:7]=1.[NH2:11][CH2:12][C@@H:13]1[CH2:17][CH2:16][N:15]([C:18]([O:20][C:21]([CH3:24])([CH3:23])[CH3:22])=[O:19])[CH2:14]1.C(N(CC)C(C)C)(C)C. Product: [N+:8]([C:3]1[C:2]([NH:11][CH2:12][C@@H:13]2[CH2:17][CH2:16][N:15]([C:18]([O:20][C:21]([CH3:24])([CH3:23])[CH3:22])=[O:19])[CH2:14]2)=[CH:7][CH:6]=[CH:5][N:4]=1)([O-:10])=[O:9]. (7) Reactant: [CH2:1]([O:8][C:9]1[CH:14]=[CH:13][C:12]([N+:15]([O-:17])=[O:16])=[C:11](F)[CH:10]=1)[C:2]1[CH:7]=[CH:6][CH:5]=[CH:4][CH:3]=1.C(=O)([O-])[O-].[K+].[K+].CN(C=O)C.[SH:30][CH2:31][CH2:32][C:33]([O:35][CH2:36][CH:37]([CH2:42][CH3:43])[CH2:38][CH2:39][CH2:40][CH3:41])=[O:34]. Product: [CH2:1]([O:8][C:9]1[CH:14]=[CH:13][C:12]([N+:15]([O-:17])=[O:16])=[C:11]([S:30][CH2:31][CH2:32][C:33]([O:35][CH2:36][CH:37]([CH2:42][CH3:43])[CH2:38][CH2:39][CH2:40][CH3:41])=[O:34])[CH:10]=1)[C:2]1[CH:7]=[CH:6][CH:5]=[CH:4][CH:3]=1. The catalyst class is: 13. (8) Reactant: C(P1(=O)OP(CCC)(=O)OP(CCC)(=O)O1)CC.C(OCC)(=O)C.[CH3:25][C:26]1[N:27]=[N:28][N:29]([CH2:31][C:32]2[CH:37]=[C:36]([C:38]([F:41])([F:40])[F:39])[CH:35]=[CH:34][C:33]=2/[CH:42]=[CH:43]/[C:44](O)=[O:45])[N:30]=1.[N:47]1([C:53]([O:55][C:56]([CH3:59])([CH3:58])[CH3:57])=[O:54])[CH2:52][CH2:51][NH:50][CH2:49][CH2:48]1.C(=O)(O)[O-].[Na+]. Product: [CH3:25][C:26]1[N:27]=[N:28][N:29]([CH2:31][C:32]2[CH:37]=[C:36]([C:38]([F:40])([F:39])[F:41])[CH:35]=[CH:34][C:33]=2/[CH:42]=[CH:43]/[C:44]([N:50]2[CH2:51][CH2:52][N:47]([C:53]([O:55][C:56]([CH3:59])([CH3:58])[CH3:57])=[O:54])[CH2:48][CH2:49]2)=[O:45])[N:30]=1. The catalyst class is: 2.